Task: Predict the product of the given reaction.. Dataset: Forward reaction prediction with 1.9M reactions from USPTO patents (1976-2016) (1) Given the reactants [C:1]12([C:11]3[CH:20]=[CH:19][C:14]([C:15]([O:17]C)=[O:16])=[CH:13][C:12]=3[O:21][CH3:22])[CH2:10][CH:5]3[CH2:6][CH:7]([CH2:9][CH:3]([CH2:4]3)[CH2:2]1)[CH2:8]2.COC(=O)C1C=CC(OC)=C(C23CC4CC(CC(C4)C2)C3)C=1, predict the reaction product. The product is: [C:1]12([C:11]3[CH:20]=[CH:19][C:14]([C:15]([OH:17])=[O:16])=[CH:13][C:12]=3[O:21][CH3:22])[CH2:10][CH:5]3[CH2:4][CH:3]([CH2:9][CH:7]([CH2:6]3)[CH2:8]1)[CH2:2]2. (2) Given the reactants [OH:1][C:2]1[CH:7]=[CH:6][C:5]([CH2:8][CH2:9][C:10]([OH:12])=[O:11])=[CH:4][CH:3]=1.Cl[C:14]1[CH:19]=[CH:18][N:17]=[C:16]([C:20]([NH:22][CH3:23])=[O:21])[CH:15]=1.C(=O)([O-])[O-].[Cs+].[Cs+], predict the reaction product. The product is: [CH3:23][NH:22][C:20]([C:16]1[CH:15]=[C:14]([O:1][C:2]2[CH:3]=[CH:4][C:5]([CH2:8][CH2:9][C:10]([OH:12])=[O:11])=[CH:6][CH:7]=2)[CH:19]=[CH:18][N:17]=1)=[O:21]. (3) The product is: [Br:1][C:2]1[CH:3]=[CH:4][C:5]([O:6][CH2:7][CH:8]2[CH2:9][CH2:10][N:11]([CH2:14][C:16]3([C:20]([F:23])([F:21])[F:22])[CH2:19][CH2:18][CH2:17]3)[CH2:12][CH2:13]2)=[CH:24][CH:25]=1. Given the reactants [Br:1][C:2]1[CH:25]=[CH:24][C:5]([O:6][CH2:7][CH:8]2[CH2:13][CH2:12][N:11]([C:14]([C:16]3([C:20]([F:23])([F:22])[F:21])[CH2:19][CH2:18][CH2:17]3)=O)[CH2:10][CH2:9]2)=[CH:4][CH:3]=1.C([O-])(O)=O.[Na+], predict the reaction product. (4) Given the reactants [S:1]([CH2:7][CH2:8][C:9](O)=O)[CH2:2][CH2:3][C:4](O)=O.[NH2:12][NH:13][C:14]([NH2:16])=[S:15], predict the reaction product. The product is: [S:1]([CH2:7][CH2:8][C:9]1[S:15][C:14]([NH2:16])=[N:13][N:12]=1)[CH2:2][CH2:3][C:4]1[S:15][C:14]([NH2:16])=[N:13][N:12]=1. (5) Given the reactants Cl[C:2]1[N:13]=[CH:12][CH:11]=[CH:10][C:3]=1[C:4]([NH:6][CH2:7][C:8]#[CH:9])=[O:5].CO[C:16]1[CH:22]=[C:21]([O:23][CH3:24])[CH:20]=[CH:19][C:17]=1[NH2:18], predict the reaction product. The product is: [CH3:24][O:23][C:21]1[CH:22]=[CH:16][C:17]([NH:18][C:2]2[N:13]=[CH:12][CH:11]=[CH:10][C:3]=2[C:4]([NH:6][CH2:7][C:8]#[CH:9])=[O:5])=[CH:19][CH:20]=1. (6) Given the reactants Cl[CH2:2][C:3]([NH:5][CH2:6][C@H:7]([OH:17])[CH2:8][C:9]1[CH:14]=[C:13]([Cl:15])[CH:12]=[C:11]([Cl:16])[CH:10]=1)=[O:4].CC(C)([O-])C.[K+].Cl, predict the reaction product. The product is: [Cl:16][C:11]1[CH:10]=[C:9]([CH:14]=[C:13]([Cl:15])[CH:12]=1)[CH2:8][C@@H:7]1[CH2:6][NH:5][C:3](=[O:4])[CH2:2][O:17]1. (7) Given the reactants [O:1]1[C:5]2[CH:6]=[CH:7][C:8]([CH2:10][NH:11][C:12]([CH:14]3[CH2:18][CH2:17][CH2:16][NH:15]3)=[O:13])=[CH:9][C:4]=2[O:3][CH2:2]1.[N:19]1([C:24]2[N:29]=[C:28]([C:30](=O)[CH3:31])[CH:27]=[C:26]([CH3:33])[N:25]=2)[CH:23]=[CH:22][N:21]=[CH:20]1.C(O[BH-](OC(=O)C)OC(=O)C)(=O)C.[Na+], predict the reaction product. The product is: [O:1]1[C:5]2[CH:6]=[CH:7][C:8]([CH2:10][NH:11][C:12]([CH:14]3[CH2:18][CH2:17][CH2:16][N:15]3[CH:30]([C:28]3[CH:27]=[C:26]([CH3:33])[N:25]=[C:24]([N:19]4[CH:23]=[CH:22][N:21]=[CH:20]4)[N:29]=3)[CH3:31])=[O:13])=[CH:9][C:4]=2[O:3][CH2:2]1. (8) Given the reactants [C:1]([C:3]1[CH:8]=[CH:7][CH:6]=[CH:5][C:4]=1[C:9]1[CH:14]=[CH:13][C:12]([CH2:15][CH:16]([C:22](=O)[CH2:23][CH2:24][CH3:25])[C:17](OCC)=[O:18])=[C:11]([F:27])[CH:10]=1)#[N:2].[O:28]1[CH2:33][CH2:32][CH:31]([NH:34][C:35]2[NH:39][CH:38]=[N:37][N:36]=2)[CH2:30][CH2:29]1, predict the reaction product. The product is: [F:27][C:11]1[CH:10]=[C:9]([C:4]2[C:3]([C:1]#[N:2])=[CH:8][CH:7]=[CH:6][CH:5]=2)[CH:14]=[CH:13][C:12]=1[CH2:15][C:16]1[C:17](=[O:18])[N:34]([CH:31]2[CH2:32][CH2:33][O:28][CH2:29][CH2:30]2)[C:35]2[N:36]([N:37]=[CH:38][N:39]=2)[C:22]=1[CH2:23][CH2:24][CH3:25].